This data is from Full USPTO retrosynthesis dataset with 1.9M reactions from patents (1976-2016). The task is: Predict the reactants needed to synthesize the given product. Given the product [Br:1][C:2]1[C:3]([NH:21][S:22]([CH3:25])(=[O:24])=[O:23])=[CH:4][C:5]2[O:9][C:8]([C:10]3[CH:15]=[CH:14][C:13]([F:16])=[CH:12][CH:11]=3)=[C:7]([C:17]([NH:28][CH3:27])=[O:18])[C:6]=2[CH:20]=1, predict the reactants needed to synthesize it. The reactants are: [Br:1][C:2]1[C:3]([NH:21][S:22]([CH3:25])(=[O:24])=[O:23])=[CH:4][C:5]2[O:9][C:8]([C:10]3[CH:15]=[CH:14][C:13]([F:16])=[CH:12][CH:11]=3)=[C:7]([C:17](O)=[O:18])[C:6]=2[CH:20]=1.C[CH2:27][N:28]=C=NCCCN(C)C.C1C=CC2N(O)N=NC=2C=1.CN.Cl.